This data is from Retrosynthesis with 50K atom-mapped reactions and 10 reaction types from USPTO. The task is: Predict the reactants needed to synthesize the given product. (1) Given the product CN(C(=O)OC(C)(C)C)[C@H]1CN(C(=O)C2CCN(C(=O)C3(C)CC3)CC2)C[C@@H]1c1ccc(Cl)c(Cl)c1, predict the reactants needed to synthesize it. The reactants are: CC1(C(=O)N2CCC(C(=O)O)CC2)CC1.CN(C(=O)OC(C)(C)C)[C@H]1CNC[C@@H]1c1ccc(Cl)c(Cl)c1. (2) Given the product COc1ccc(OCc2cccc(OCc3ccc4ccccc4n3)c2)cc1, predict the reactants needed to synthesize it. The reactants are: COc1ccc(O)cc1.ClCc1cccc(OCc2ccc3ccccc3n2)c1.